From a dataset of Reaction yield outcomes from USPTO patents with 853,638 reactions. Predict the reaction yield, written as a fraction of the theoretical maximum amount of product (1.0 means a 100% yield; for example, 0.34 means a 34% yield). (1) The reactants are I.CS[C:4](=[NH:16])[NH:5][C:6]1[CH:11]=[CH:10][CH:9]=[C:8]([C:12]([F:15])([F:14])[F:13])[CH:7]=1.[OH:17][C:18]1[CH:27]=[CH:26][C:21]([C:22]([NH:24][NH2:25])=O)=[CH:20][CH:19]=1. The catalyst is N1C=CC=CC=1. The product is [F:13][C:12]([F:15])([F:14])[C:8]1[CH:7]=[C:6]([NH:5][C:4]2[NH:16][C:22]([C:21]3[CH:26]=[CH:27][C:18]([OH:17])=[CH:19][CH:20]=3)=[N:24][N:25]=2)[CH:11]=[CH:10][CH:9]=1. The yield is 0.476. (2) The reactants are [Br:1][C:2]1[CH:3]=[CH:4][C:5]2[N:6]([C:8]([C:11]([O:13]CC)=O)=[N:9][N:10]=2)[CH:7]=1.Cl.Cl.[F:18][C:19]1[CH:20]=[CH:21][C:22]([C:31]([F:34])([F:33])[F:32])=[C:23]([CH:25]2[CH2:30][CH2:29][NH:28][CH2:27][CH2:26]2)[CH:24]=1.F[P-](F)(F)(F)(F)F.N1(O[P+](N(C)C)(N(C)C)N(C)C)C2C=CC=CC=2N=N1.C(N(C(C)C)CC)(C)C. The catalyst is C1COCC1.O. The product is [Br:1][C:2]1[CH:3]=[CH:4][C:5]2[N:6]([C:8]([C:11]([N:28]3[CH2:29][CH2:30][CH:25]([C:23]4[CH:24]=[C:19]([F:18])[CH:20]=[CH:21][C:22]=4[C:31]([F:34])([F:32])[F:33])[CH2:26][CH2:27]3)=[O:13])=[N:9][N:10]=2)[CH:7]=1. The yield is 0.650.